Predict the reactants needed to synthesize the given product. From a dataset of Full USPTO retrosynthesis dataset with 1.9M reactions from patents (1976-2016). Given the product [Cl:16][C:17]1[CH:18]=[C:19]([C:2]2[N:7]=[N:6][C:5]([NH2:8])=[N:4][C:3]=2[C:9]2[CH:14]=[CH:13][C:12]([F:15])=[CH:11][CH:10]=2)[CH:20]=[C:21]([Cl:23])[CH:22]=1, predict the reactants needed to synthesize it. The reactants are: Br[C:2]1[N:7]=[N:6][C:5]([NH2:8])=[N:4][C:3]=1[C:9]1[CH:14]=[CH:13][C:12]([F:15])=[CH:11][CH:10]=1.[Cl:16][C:17]1[CH:18]=[C:19](B(O)O)[CH:20]=[C:21]([Cl:23])[CH:22]=1.